This data is from Forward reaction prediction with 1.9M reactions from USPTO patents (1976-2016). The task is: Predict the product of the given reaction. (1) The product is: [F:74][C:72]1[CH:71]=[CH:70][C:69]([C:75]([F:77])([F:76])[F:78])=[C:68]([CH:73]=1)[C:67]([N:64]1[CH2:65][CH2:66][N:61]([C:59](=[O:60])[CH2:58][NH:57][C:43]([C:40]2[CH:39]=[C:38]([C:34]3[CH:35]=[CH:36][CH:37]=[C:32]([F:31])[CH:33]=3)[O:42][N:41]=2)=[O:45])[CH2:62][CH2:63]1)=[O:79]. Given the reactants CCN(C(C)C)C(C)C.C1C=CC2N(O)N=NC=2C=1.CCN=C=NCCCN(C)C.[F:31][C:32]1[CH:33]=[C:34]([C:38]2[O:42][N:41]=[C:40]([C:43]([OH:45])=O)[CH:39]=2)[CH:35]=[CH:36][CH:37]=1.FC1C=C(C(=O)C)C=CC=1.Cl.[NH2:57][CH2:58][C:59]([N:61]1[CH2:66][CH2:65][N:64]([C:67](=[O:79])[C:68]2[CH:73]=[C:72]([F:74])[CH:71]=[CH:70][C:69]=2[C:75]([F:78])([F:77])[F:76])[CH2:63][CH2:62]1)=[O:60].FC1C=CC(C(F)(F)F)=C(C=1)C(O)=O, predict the reaction product. (2) Given the reactants C([O:8][C:9]([C:11]1[CH:12]=[C:13]([CH:51]=[CH:52][CH:53]=1)[CH2:14][N:15]1[C:19](=[O:20])[C:18]2([CH2:25][CH2:24][N:23]([CH2:26][CH2:27][CH2:28][N:29]3[C:37]4[C:32](=[CH:33][CH:34]=[CH:35][CH:36]=4)[CH:31]=[C:30]3[C:38]([O:40][C:41]([CH3:44])([CH3:43])[CH3:42])=[O:39])[CH2:22][CH2:21]2)[N:17]([C:45]2[CH:50]=[CH:49][CH:48]=[CH:47][CH:46]=2)[CH2:16]1)=[O:10])C1C=CC=CC=1, predict the reaction product. The product is: [C:41]([O:40][C:38]([C:30]1[N:29]([CH2:28][CH2:27][CH2:26][N:23]2[CH2:22][CH2:21][C:18]3([N:17]([C:45]4[CH:46]=[CH:47][CH:48]=[CH:49][CH:50]=4)[CH2:16][N:15]([CH2:14][C:13]4[CH:12]=[C:11]([CH:53]=[CH:52][CH:51]=4)[C:9]([OH:10])=[O:8])[C:19]3=[O:20])[CH2:25][CH2:24]2)[C:37]2[C:32]([CH:31]=1)=[CH:33][CH:34]=[CH:35][CH:36]=2)=[O:39])([CH3:44])([CH3:42])[CH3:43]. (3) Given the reactants [F:1][C:2]1[CH:32]=[CH:31][C:5]([O:6][CH2:7][CH2:8][CH2:9][O:10][C:11]2[CH:16]=[CH:15][C:14]([CH:17]3[CH2:22][CH2:21][N:20]([C:23]([O:25][C:26]([CH3:29])([CH3:28])[CH3:27])=[O:24])[CH2:19][CH:18]3[OH:30])=[CH:13][CH:12]=2)=[CH:4][CH:3]=1.Cl[CH2:34][C:35]1[CH:36]=[CH:37][C:38]2[O:43][CH2:42][C:41](=[O:44])[N:40]([CH2:45][CH2:46][CH2:47][O:48][CH3:49])[C:39]=2[CH:50]=1, predict the reaction product. The product is: [F:1][C:2]1[CH:3]=[CH:4][C:5]([O:6][CH2:7][CH2:8][CH2:9][O:10][C:11]2[CH:12]=[CH:13][C:14]([CH:17]3[CH2:22][CH2:21][N:20]([C:23]([O:25][C:26]([CH3:27])([CH3:28])[CH3:29])=[O:24])[CH2:19][CH:18]3[O:30][CH2:34][C:35]3[CH:36]=[CH:37][C:38]4[O:43][CH2:42][C:41](=[O:44])[N:40]([CH2:45][CH2:46][CH2:47][O:48][CH3:49])[C:39]=4[CH:50]=3)=[CH:15][CH:16]=2)=[CH:31][CH:32]=1. (4) Given the reactants [CH:1]([C:3]1[CH:12]=[CH:11][C:6]([C:7]([O:9][CH3:10])=[O:8])=[CH:5][CH:4]=1)=O.[NH2:13][CH2:14][CH2:15][C:16]1[C:24]2[C:19](=[CH:20][CH:21]=[CH:22][CH:23]=2)[NH:18][CH:17]=1.[OH:25]/[C:26](=[CH:32]\[C:33](=[O:40])[C:34]1[CH:35]=[N:36][CH:37]=[CH:38][CH:39]=1)/[C:27](OCC)=[O:28], predict the reaction product. The product is: [NH:18]1[C:19]2[C:24](=[CH:23][CH:22]=[CH:21][CH:20]=2)[C:16]([CH2:15][CH2:14][N:13]2[C:27](=[O:28])[C:26]([OH:25])=[C:32]([C:33](=[O:40])[C:34]3[CH:39]=[CH:38][CH:37]=[N:36][CH:35]=3)[CH:1]2[C:3]2[CH:12]=[CH:11][C:6]([C:7]([O:9][CH3:10])=[O:8])=[CH:5][CH:4]=2)=[CH:17]1. (5) Given the reactants Cl.[NH2:2][C@@H:3]([CH3:8])[C:4]([CH3:7])([OH:6])[CH3:5].CCN(C(C)C)C(C)C.Cl[C:19]1[N:24]=[C:23]([NH:25][C:26]2[CH:31]=[CH:30][C:29]([O:32][CH3:33])=[CH:28][CH:27]=2)[CH:22]=[CH:21][N:20]=1, predict the reaction product. The product is: [CH3:33][O:32][C:29]1[CH:28]=[CH:27][C:26]([NH:25][C:23]2[CH:22]=[CH:21][N:20]=[C:19]([NH:2][C@@H:3]([CH3:8])[C:4]([CH3:7])([OH:6])[CH3:5])[N:24]=2)=[CH:31][CH:30]=1. (6) Given the reactants [F:1][C:2]([F:13])([F:12])[C:3]1[CH:8]=[CH:7][C:6]([N:9]=[C:10]=S)=[CH:5][CH:4]=1.[CH3:14][NH:15][C:16]1[CH:30]=[CH:29][C:19]([O:20][C:21]2[CH:26]=[CH:25][N:24]=[C:23]([C:27]#[N:28])[CH:22]=2)=[CH:18][C:17]=1[NH2:31].CCN(C(C)C)C(C)C.[Cl-].ClC1N(C)CC[NH+]1C, predict the reaction product. The product is: [CH3:14][N:15]1[C:16]2[CH:30]=[CH:29][C:19]([O:20][C:21]3[CH:26]=[CH:25][N:24]=[C:23]([C:27]#[N:28])[CH:22]=3)=[CH:18][C:17]=2[N:31]=[C:10]1[NH:9][C:6]1[CH:7]=[CH:8][C:3]([C:2]([F:13])([F:12])[F:1])=[CH:4][CH:5]=1.